Dataset: NCI-60 drug combinations with 297,098 pairs across 59 cell lines. Task: Regression. Given two drug SMILES strings and cell line genomic features, predict the synergy score measuring deviation from expected non-interaction effect. (1) Drug 1: CC1=C(C=C(C=C1)NC2=NC=CC(=N2)N(C)C3=CC4=NN(C(=C4C=C3)C)C)S(=O)(=O)N.Cl. Drug 2: C1=C(C(=O)NC(=O)N1)F. Cell line: MALME-3M. Synergy scores: CSS=37.4, Synergy_ZIP=5.89, Synergy_Bliss=6.13, Synergy_Loewe=7.57, Synergy_HSA=7.94. (2) Drug 1: C1=CC=C(C=C1)NC(=O)CCCCCCC(=O)NO. Drug 2: C1CCC(C(C1)N)N.C(=O)(C(=O)[O-])[O-].[Pt+4]. Cell line: SW-620. Synergy scores: CSS=32.6, Synergy_ZIP=0.122, Synergy_Bliss=0.897, Synergy_Loewe=-4.50, Synergy_HSA=1.99. (3) Drug 1: CN(C)C1=NC(=NC(=N1)N(C)C)N(C)C. Drug 2: CC1=C(C(=O)C2=C(C1=O)N3CC4C(C3(C2COC(=O)N)OC)N4)N. Cell line: NCI-H522. Synergy scores: CSS=24.6, Synergy_ZIP=-4.21, Synergy_Bliss=-0.0928, Synergy_Loewe=-72.5, Synergy_HSA=-2.87. (4) Drug 2: C1=CC(=C(C=C1I)F)NC2=C(C=CC(=C2F)F)C(=O)NOCC(CO)O. Drug 1: CC1OCC2C(O1)C(C(C(O2)OC3C4COC(=O)C4C(C5=CC6=C(C=C35)OCO6)C7=CC(=C(C(=C7)OC)O)OC)O)O. Cell line: SW-620. Synergy scores: CSS=71.6, Synergy_ZIP=-4.53, Synergy_Bliss=-5.11, Synergy_Loewe=0.368, Synergy_HSA=4.45. (5) Drug 1: C1=CC(=CC=C1C#N)C(C2=CC=C(C=C2)C#N)N3C=NC=N3. Drug 2: COC1=NC(=NC2=C1N=CN2C3C(C(C(O3)CO)O)O)N. Cell line: OVCAR3. Synergy scores: CSS=-9.08, Synergy_ZIP=5.81, Synergy_Bliss=2.77, Synergy_Loewe=-7.82, Synergy_HSA=-4.96. (6) Drug 1: CCN(CC)CCCC(C)NC1=C2C=C(C=CC2=NC3=C1C=CC(=C3)Cl)OC. Drug 2: B(C(CC(C)C)NC(=O)C(CC1=CC=CC=C1)NC(=O)C2=NC=CN=C2)(O)O. Cell line: HCT-15. Synergy scores: CSS=77.1, Synergy_ZIP=9.52, Synergy_Bliss=9.38, Synergy_Loewe=-21.7, Synergy_HSA=3.04. (7) Drug 1: COC1=C(C=C2C(=C1)N=CN=C2NC3=CC(=C(C=C3)F)Cl)OCCCN4CCOCC4. Drug 2: CC1=CC2C(CCC3(C2CCC3(C(=O)C)OC(=O)C)C)C4(C1=CC(=O)CC4)C. Cell line: SN12C. Synergy scores: CSS=23.0, Synergy_ZIP=-7.45, Synergy_Bliss=-3.96, Synergy_Loewe=-15.7, Synergy_HSA=-2.01. (8) Drug 1: CNC(=O)C1=CC=CC=C1SC2=CC3=C(C=C2)C(=NN3)C=CC4=CC=CC=N4. Drug 2: C1=NNC2=C1C(=O)NC=N2. Cell line: OVCAR-5. Synergy scores: CSS=-1.27, Synergy_ZIP=0.791, Synergy_Bliss=2.59, Synergy_Loewe=-0.880, Synergy_HSA=-0.135. (9) Drug 1: C1=CC(=CC=C1CC(C(=O)O)N)N(CCCl)CCCl.Cl. Drug 2: C1=CN(C=N1)CC(O)(P(=O)(O)O)P(=O)(O)O. Cell line: EKVX. Synergy scores: CSS=-7.27, Synergy_ZIP=-0.346, Synergy_Bliss=-7.23, Synergy_Loewe=-9.38, Synergy_HSA=-9.16.